Dataset: Full USPTO retrosynthesis dataset with 1.9M reactions from patents (1976-2016). Task: Predict the reactants needed to synthesize the given product. (1) The reactants are: [O:1]([CH2:19][CH2:20][C:21]1([CH2:27][CH2:28][NH2:29])[CH2:26][CH2:25][CH2:24][CH2:23][CH2:22]1)[Si:2]([C:15]([CH3:18])([CH3:17])[CH3:16])([C:9]1[CH:14]=[CH:13][CH:12]=[CH:11][CH:10]=1)[C:3]1[CH:8]=[CH:7][CH:6]=[CH:5][CH:4]=1.C(N(CC)CC)C.[CH3:37][S:38](Cl)(=[O:40])=[O:39].C(=O)(O)[O-].[Na+]. Given the product [O:1]([CH2:19][CH2:20][C:21]1([CH2:27][CH2:28][NH:29][S:38]([CH3:37])(=[O:40])=[O:39])[CH2:22][CH2:23][CH2:24][CH2:25][CH2:26]1)[Si:2]([C:15]([CH3:17])([CH3:18])[CH3:16])([C:9]1[CH:10]=[CH:11][CH:12]=[CH:13][CH:14]=1)[C:3]1[CH:8]=[CH:7][CH:6]=[CH:5][CH:4]=1, predict the reactants needed to synthesize it. (2) Given the product [F:35][C:36]1[CH:37]=[C:38]([C:2]2[CH:3]=[C:4]([NH:22][C:23]([NH:25][C:26]3[C:31]([CH3:32])=[CH:30][C:29]([CH3:33])=[CH:28][C:27]=3[CH3:34])=[O:24])[C:5]([C:8]([NH:10][C@H:11]([C:19]([OH:21])=[O:20])[C@@H:12]([CH3:18])[O:13][C:14]([CH3:17])([CH3:15])[CH3:16])=[O:9])=[N:6][CH:7]=2)[CH:39]=[CH:40][C:41]=1[F:42], predict the reactants needed to synthesize it. The reactants are: Cl[C:2]1[CH:3]=[C:4]([NH:22][C:23]([NH:25][C:26]2[C:31]([CH3:32])=[CH:30][C:29]([CH3:33])=[CH:28][C:27]=2[CH3:34])=[O:24])[C:5]([C:8]([NH:10][C@H:11]([C:19]([OH:21])=[O:20])[C@@H:12]([CH3:18])[O:13][C:14]([CH3:17])([CH3:16])[CH3:15])=[O:9])=[N:6][CH:7]=1.[F:35][C:36]1[CH:37]=[C:38](B(O)O)[CH:39]=[CH:40][C:41]=1[F:42].C([O-])([O-])=O.[Na+].[Na+]. (3) Given the product [F:1][C:2]1[CH:7]=[CH:6][C:5]2[C:12](=[O:14])[C:11]3[C:10]([CH2:9][CH2:8][C:4]=2[CH:3]=1)=[N:18][CH:17]=[CH:16][CH:15]=3, predict the reactants needed to synthesize it. The reactants are: [F:1][C:2]1[CH:3]=[C:4]([CH2:8][CH2:9][C:10]2[N:18]=[CH:17][CH:16]=[CH:15][C:11]=2[C:12]([OH:14])=O)[CH:5]=[CH:6][CH:7]=1.[OH-].[Na+]. (4) Given the product [CH2:1]=[CH:2][CH2:3][CH2:4][CH2:5][C:6]#[C:13][CH2:14][CH2:15][CH2:16][CH3:17], predict the reactants needed to synthesize it. The reactants are: [CH:1]#[C:2][CH2:3][CH2:4][CH2:5][CH3:6].[Li]CCCC.Br[CH2:13][CH2:14][CH2:15][CH:16]=[CH2:17].[Na+].[I-]. (5) Given the product [Cl:20][C:21]1[CH:22]=[C:23]([C:2]2[N:3]=[CH:4][C:5]3[C:6]([CH:19]=2)=[C:7]2[C:15](=[CH:16][CH:17]=3)[C:14]3[C:13](=[O:18])[NH:12][CH2:11][CH2:10][C:9]=3[NH:8]2)[CH:24]=[CH:25][C:26]=1[O:27][CH2:28][CH2:29][CH3:30], predict the reactants needed to synthesize it. The reactants are: Cl[C:2]1[N:3]=[CH:4][C:5]2[C:6]([CH:19]=1)=[C:7]1[C:15](=[CH:16][CH:17]=2)[C:14]2[C:13](=[O:18])[NH:12][CH2:11][CH2:10][C:9]=2[NH:8]1.[Cl:20][C:21]1[CH:22]=[C:23](B(O)O)[CH:24]=[CH:25][C:26]=1[O:27][CH2:28][CH2:29][CH3:30]. (6) Given the product [NH2:8][C:9]1[CH:17]=[CH:16][CH:15]=[C:14]2[C:10]=1[CH:11]=[CH:12][N:13]2[C:18]([C:29]1[CH:34]=[CH:33][C:32]([Cl:35])=[CH:31][CH:30]=1)([CH2:27][CH3:28])[CH2:19][C:20]([O:22][CH3:23])=[O:21], predict the reactants needed to synthesize it. The reactants are: C(OC([NH:8][C:9]1[CH:17]=[CH:16][CH:15]=[C:14]2[C:10]=1[CH:11]=[CH:12][N:13]2[C:18]([C:29]1[CH:34]=[CH:33][C:32]([Cl:35])=[CH:31][CH:30]=1)([CH2:27][CH3:28])[CH2:19][C:20]([O:22][C:23](C)(C)C)=[O:21])=O)(C)(C)C.Cl.CO. (7) Given the product [C:14]1([N:16]2[C:17]3[CH:18]=[CH:19][C:20]([N:42]4[C:43]5[CH:44]=[CH:45][CH:46]=[CH:47][C:48]=5[C:49]5[C:54]4=[CH:53][CH:52]=[CH:51][CH:50]=5)=[CH:21][C:22]=3[C:23]3[C:28]2=[CH:27][CH:26]=[C:25]([N:29]2[C:41]4[CH:40]=[CH:39][CH:38]=[CH:37][C:36]=4[C:35]4[C:30]2=[CH:31][CH:32]=[CH:33][CH:34]=4)[CH:24]=3)[CH:3]=[CH:2][CH:1]=[CH:13][CH:15]=1, predict the reactants needed to synthesize it. The reactants are: [CH:1]1[C:13]2N[C:3]3[C:2](=[CH:3][CH:13]=[CH:1][CH:2]=3)[C:1]=2[CH:13]=[CH:3][CH:2]=1.[CH2:14]([N:16]1[C:28]2[CH:27]=[CH:26][C:25]([N:29]3[C:41]4[CH:40]=[CH:39][CH:38]=[CH:37][C:36]=4[C:35]4[C:30]3=[CH:31][CH:32]=[CH:33][CH:34]=4)=[CH:24][C:23]=2[C:22]2[C:17]1=[CH:18][CH:19]=[C:20]([N:42]1[C:54]3[CH:53]=[CH:52][CH:51]=[CH:50][C:49]=3[C:48]3[C:43]1=[CH:44][CH:45]=[CH:46][CH:47]=3)[CH:21]=2)[CH3:15].